This data is from Full USPTO retrosynthesis dataset with 1.9M reactions from patents (1976-2016). The task is: Predict the reactants needed to synthesize the given product. (1) The reactants are: [CH:1]1([NH:4][C:5]([C:7]2[CH:8]=[CH:9][C:10]([CH3:26])=[C:11]([NH:13][C:14](=[O:25])[C:15]3[CH:20]=[C:19](F)[CH:18]=[CH:17][C:16]=3[N+:22]([O-:24])=[O:23])[CH:12]=2)=[O:6])[CH2:3][CH2:2]1.[CH:27]1([N:30]2[CH2:35][CH2:34][CH:33]([OH:36])[CH2:32][CH2:31]2)[CH2:29][CH2:28]1. Given the product [CH:1]1([NH:4][C:5]([C:7]2[CH:8]=[CH:9][C:10]([CH3:26])=[C:11]([NH:13][C:14](=[O:25])[C:15]3[CH:20]=[C:19]([O:36][CH:33]4[CH2:34][CH2:35][N:30]([CH:27]5[CH2:29][CH2:28]5)[CH2:31][CH2:32]4)[CH:18]=[CH:17][C:16]=3[N+:22]([O-:24])=[O:23])[CH:12]=2)=[O:6])[CH2:3][CH2:2]1, predict the reactants needed to synthesize it. (2) Given the product [CH3:17][O:18][C:19]1[CH:20]=[CH:21][C:22]([C:25](=[NH:26])[NH:10][C:9]2[CH:11]=[CH:12][C:6]([S:3]([CH3:2])(=[O:4])=[O:5])=[CH:7][CH:8]=2)=[CH:23][N:24]=1, predict the reactants needed to synthesize it. The reactants are: Cl.[CH3:2][S:3]([C:6]1[CH:12]=[CH:11][C:9]([NH2:10])=[CH:8][CH:7]=1)(=[O:5])=[O:4].C[Al](C)C.[CH3:17][O:18][C:19]1[N:24]=[CH:23][C:22]([C:25]#[N:26])=[CH:21][CH:20]=1.O.